Task: Predict the product of the given reaction.. Dataset: Forward reaction prediction with 1.9M reactions from USPTO patents (1976-2016) (1) Given the reactants Cl.[CH3:2][C:3]1[N:8]=[CH:7][C:6]([C:9]2[C:10](=[O:16])[NH:11][C:12](=[O:15])[NH:13][CH:14]=2)=[CH:5][CH:4]=1.C([O-])([O-])=O.[K+].[K+].Br[CH2:24][CH2:25][CH:26]([O:29][CH3:30])[O:27][CH3:28].O, predict the reaction product. The product is: [CH3:28][O:27][CH:26]([O:29][CH3:30])[CH2:25][CH2:24][N:13]1[CH:14]=[C:9]([C:6]2[CH:7]=[N:8][C:3]([CH3:2])=[CH:4][CH:5]=2)[C:10](=[O:16])[NH:11][C:12]1=[O:15]. (2) Given the reactants [F:1][C:2]1[CH:7]=[C:6]([CH3:8])[CH:5]=[C:4]([F:9])[C:3]=1[CH:10]([CH3:15])[C:11]([O:13][CH3:14])=[O:12].C1C(=O)N([Br:23])C(=O)C1, predict the reaction product. The product is: [Br:23][CH2:8][C:6]1[CH:7]=[C:2]([F:1])[C:3]([CH:10]([CH3:15])[C:11]([O:13][CH3:14])=[O:12])=[C:4]([F:9])[CH:5]=1.